Dataset: Experimentally validated miRNA-target interactions with 360,000+ pairs, plus equal number of negative samples. Task: Binary Classification. Given a miRNA mature sequence and a target amino acid sequence, predict their likelihood of interaction. (1) The miRNA is hsa-miR-3686 with sequence AUCUGUAAGAGAAAGUAAAUGA. The protein sequence of the target gene is MQGTVAFEDVAVNFSQEEWSLLSEVQRCLYHDVMLENWVLISSLGCWCGSEDEEAPSKKSISIQRVSQVSTPGAGVSPKKAHSCEMCGAILGDILHLADHQGTHHKQKLHRCEAWGNKLYDSSNRPHQNQYLGEKPYRSSVEEALFVKRCKFHVSEESSIFIQSGKDFLPSSGLLLQEATHTGEKSNSKPECESPFQWGDTHYSCGECMKHSSTKHVFVQQQRLPSREECYCWECGKSFSKYDSVSNHQRVHTGKRPYECGECGKSFSHKGSLVQHQRVHTGKRPYECGECGKSFSHKGS.... Result: 1 (interaction). (2) The protein sequence of the target gene is MKNLLTEKCISSHNFHQKVIKQRMEKKVDSRYFKDGAVKKPYSAKTLSNKKSSASFGIRRELPSTSHLVQYRGTHTCTRQGRLRELRIRCVARKFLYLWIRMTFGRVFPSKARFYYEQRLLRKVFEEWKEEWWVFQHEWKLCVRADCHYRYYLYNLMFQTWKTYVRQQQEMRNKYIRAEVHDAKQKMRQAWKSWLIYVVVRRTKLQMQTTALEFRQRIILRVWWSTWRQRLGQVRVSRALHASALKHRALSLQVQAWSQWREQLLYVQKEKQKVVSAVKHHQHWQKRRFLKAWLEYLQVR.... Result: 0 (no interaction). The miRNA is hsa-miR-548m with sequence CAAAGGUAUUUGUGGUUUUUG. (3) The miRNA is hsa-miR-6499-3p with sequence AGCAGUGUUUGUUUUGCCCACA. Result: 1 (interaction). The protein sequence of the target gene is MENCSAASTFLTDSLELELGTEWCKPPYFSCAVDNRGGGKHFSGESYLCSGALKRLILNLDPLPTNFEEDTLEIFGIQWVTETALVNSSRELFHLFRQQLYNLETLLQSSCDFGKVSTLHCKADNIRQQCVLFLHYVKVFIFRYLKVQNAESHVPVHPYEALEAQLPSVLIDELHGLLLYIGHLSELPSVNIGAFVNQNQIKLFPPSWHLLHLHLDIHWLVLEILYMLGEKLKQVVYGHQFMNLASDNLTNISLFEEHCETLLCDLISLSLNRYDKVRSSESLMSDQCPCLCIKELWVLL.... (4) The miRNA is hsa-miR-4999-3p with sequence UCACUACCUGACAAUACAGU. The protein sequence of the target gene is MSTILLNLDFGQPSKKAFGGNAKHQRFVKKRRFLEQKGFLNKKNQPPNKVSKLNSEPPKKGETSRVDGILKILPCPKKKEAAASKRDSERSKDKKAPLSWLTPAPSKKTASVVSKIDLLGEFQSALPKTKSTQKKGSKKKSLKKKIATENSTQAQSKDKGSKKKPLKKNAVPNSTQARSEDKCPTVPQNLPGKMVAIDCEMVGTGPKGRVSSLARCSIVNYNGDVLYDEYVLPPCYIVNYRTRWSGIRKCHMVNATPFKTARSQILKILSGKVVIGHAIHNDYKALQYFHPKSLTRDTSR.... Result: 0 (no interaction). (5) The miRNA is hsa-miR-511-3p with sequence AAUGUGUAGCAAAAGACAGA. The protein sequence of the target gene is MTKSYSESGLMGEPQPQGPPSWTDECLSSQDEEHEADKKEDELEAMNAEEDSLRNGGEEEDEDEDLEEEEEEEEEEDDQKPKRRGPKKKKMTKARLERFKLRRMKANARERNRMHGLNAALDNLRKVVPCYSKTQKLSKIETLRLAKNYIWALSEILRSGKSPDLVSFVQTLCKGLSQPTTNLVAGCLQLNPRTFLPEQNPDMPPHLPTASASFPVHPYSYQSPGLPSPPYGTMDSSHVFHVKPPPHAYSAALEPFFESPLTDCTSPSFDGPLSPPLSINGNFSFKHEPSTEFEKNYAFT.... Result: 0 (no interaction). (6) The miRNA is hsa-miR-6859-5p with sequence GAGAGGAACAUGGGCUCAGGACA. The protein sequence of the target gene is MSTWGFASPTPDRFAVSAEAEDKVREQQTRLERIFNVGMSVLSKDCPENPHIWLQLEGPKENVCRAKEYLKGLCSPELQSEIHYPPRLHCIFLGAHGFFLDCLAWSTSAHLVPLLPGSLMISGLTEAFVMAQSRVEELVQRLSWDLQLQSCPGAPDNGGVLRDFSALLQTREDAYTEALLRLPLAVQEELLSLVQEASRGQGPSREVGSSGLLSPQFQGVRAPLNEGREFVGTRVAGSGKSPAVRGQSHTVEKEERKQDAVRDMGSGRKELSGEEVWEPGVAYRSQLAGGGAEEVAPLKG.... Result: 0 (no interaction). (7) The miRNA is hsa-miR-663b with sequence GGUGGCCCGGCCGUGCCUGAGG. The protein sequence of the target gene is MSFFPELYFNVDNGYLEGLVRGLKAGVLSQADYLNLVQCETLEDLKLHLQSTDYGNFLANEASPLTVSVIDDRLKEKMVVEFRHMRNHAYEPLASFLDFITYSYMIDNVILLITGTLHQRSIAELVPKCHPLGSFEQMEAVNIAQTPAELYNAILVDTPLAAFFQDCISEQDLDEMNIEIIRNTLYKAYLESFYKFCTLLGGTTADAMCPILEFEADRRAFIITINSFGTELSKEDRAKLFPHCGRLYPEGLAQLARADDYEQVKNVADYYPEYKLLFEGAGSNPGDKTLEDRFFEHEVK.... Result: 0 (no interaction).